This data is from Peptide-MHC class I binding affinity with 185,985 pairs from IEDB/IMGT. The task is: Regression. Given a peptide amino acid sequence and an MHC pseudo amino acid sequence, predict their binding affinity value. This is MHC class I binding data. (1) The peptide sequence is PVNRPIDWK. The MHC is HLA-A03:01 with pseudo-sequence HLA-A03:01. The binding affinity (normalized) is 0.457. (2) The peptide sequence is RMYNPTNIL. The MHC is Mamu-A2601 with pseudo-sequence Mamu-A2601. The binding affinity (normalized) is 0.657. (3) The binding affinity (normalized) is 0.535. The peptide sequence is NENPGGYCL. The MHC is HLA-B44:02 with pseudo-sequence HLA-B44:02. (4) The peptide sequence is ILAGYGAGV. The MHC is HLA-A02:06 with pseudo-sequence HLA-A02:06. The binding affinity (normalized) is 0.331. (5) The MHC is HLA-B54:01 with pseudo-sequence HLA-B54:01. The peptide sequence is RPMREVRFL. The binding affinity (normalized) is 0.111. (6) The peptide sequence is DLNGAQIKL. The MHC is HLA-A68:02 with pseudo-sequence HLA-A68:02. The binding affinity (normalized) is 0.261. (7) The peptide sequence is YTGDFDSVE. The MHC is Patr-B0101 with pseudo-sequence Patr-B0101. The binding affinity (normalized) is 0. (8) The peptide sequence is VPVWKEATTT. The MHC is HLA-A68:01 with pseudo-sequence HLA-A68:01. The binding affinity (normalized) is 0. (9) The peptide sequence is IITANWLPF. The MHC is HLA-B15:01 with pseudo-sequence HLA-B15:01. The binding affinity (normalized) is 0.779.